Dataset: Full USPTO retrosynthesis dataset with 1.9M reactions from patents (1976-2016). Task: Predict the reactants needed to synthesize the given product. (1) Given the product [CH:34]1([C:37]2[CH:42]=[C:41]([CH2:43][N:17]3[CH2:18][C:19]4([CH2:23][C:22]([C@H:24]5[CH2:25][CH2:26][C@H:27]([C:30]([O:32][CH3:33])=[O:31])[CH2:28][CH2:29]5)=[N:21][O:20]4)[CH2:16]3)[CH:40]=[C:39]([O:45][CH2:46][CH2:47][CH3:48])[C:38]=2[C:49]2[CH:50]=[CH:51][C:52]([F:55])=[CH:53][CH:54]=2)[CH2:36][CH2:35]1, predict the reactants needed to synthesize it. The reactants are: C(O[BH-](OC(=O)C)OC(=O)C)(=O)C.[Na+].Cl.[CH2:16]1[C:19]2([CH2:23][C:22]([C@H:24]3[CH2:29][CH2:28][C@H:27]([C:30]([O:32][CH3:33])=[O:31])[CH2:26][CH2:25]3)=[N:21][O:20]2)[CH2:18][NH:17]1.[CH:34]1([C:37]2[CH:42]=[C:41]([CH:43]=O)[CH:40]=[C:39]([O:45][CH2:46][CH2:47][CH3:48])[C:38]=2[C:49]2[CH:54]=[CH:53][C:52]([F:55])=[CH:51][CH:50]=2)[CH2:36][CH2:35]1.C(=O)([O-])O.[Na+]. (2) Given the product [CH2:1]([OH:8])[C:2]1[CH:7]=[CH:6][CH:5]=[CH:4][CH:3]=1.[CH2:10]([OH:20])[CH2:9][C:12]1[CH:17]=[CH:16][CH:15]=[CH:14][CH:13]=1, predict the reactants needed to synthesize it. The reactants are: [CH:1](=[O:8])[C:2]1[CH:7]=[CH:6][CH:5]=[CH:4][CH:3]=1.[C:9]([C:12]1[CH:17]=[CH:16][CH:15]=[CH:14][CH:13]=1)(=O)[CH3:10].C(O)(=[O:20])C.B.C(C1C=CC(C)=NC=1)C. (3) Given the product [N:18]1([S:8]([C:3]2[CH:4]=[CH:5][CH:6]=[CH:7][C:2]=2[Cl:1])(=[O:10])=[O:9])[CH2:23][CH2:22][O:21][CH2:20][CH2:19]1, predict the reactants needed to synthesize it. The reactants are: [Cl:1][C:2]1[CH:7]=[CH:6][CH:5]=[CH:4][C:3]=1[S:8](Cl)(=[O:10])=[O:9].N1C=CC=CC=1.[NH:18]1[CH2:23][CH2:22][O:21][CH2:20][CH2:19]1.S(Cl)(Cl)(=O)=O. (4) Given the product [CH3:18][C:7]([C:9]1[CH:10]=[CH:11][C:12]([NH2:15])=[CH:13][CH:14]=1)([C:4]1[O:3][C:2]([CH3:1])=[N:6][N:5]=1)[CH3:8], predict the reactants needed to synthesize it. The reactants are: [CH3:1][C:2]1[O:3][C:4]([C:7]([CH3:18])([C:9]2[CH:14]=[CH:13][C:12]([N+:15]([O-])=O)=[CH:11][CH:10]=2)[CH3:8])=[N:5][N:6]=1. (5) Given the product [C:20]([O:1][C@H:2]1[C@H:6]2[O:7][CH2:8][C@@:3]1([CH2:18][O:19][C:27](=[O:29])[CH3:28])[O:4][C@H:5]2[N:9]1[CH:17]=[C:15]([CH3:16])[C:13](=[O:14])[NH:12][C:10]1=[O:11])(=[O:22])[CH3:21], predict the reactants needed to synthesize it. The reactants are: [OH:1][C@H:2]1[C@H:6]2[O:7][CH2:8][C@:3]1([CH2:18][OH:19])[O:4][C@H:5]2[N:9]1[CH:17]=[C:15]([CH3:16])[C:13](=[O:14])[NH:12][C:10]1=[O:11].[C:20](OC(=O)C)(=[O:22])[CH3:21].[CH2:27]([OH:29])[CH3:28]. (6) The reactants are: [CH3:1][C:2]1[CH:7]=[CH:6][C:5]([S:8]([O:11][CH2:12][C@@H:13]2[O:18][C:17]3[C:19](/[CH:26]=[CH:27]/[C:28](=O)[CH2:29][CH3:30])=[C:20]([N+:23]([O-])=O)[CH:21]=[CH:22][C:16]=3[O:15][CH2:14]2)(=[O:10])=[O:9])=[CH:4][CH:3]=1.O. Given the product [CH3:1][C:2]1[CH:3]=[CH:4][C:5]([S:8]([O:11][CH2:12][CH:13]2[O:18][C:17]3=[C:19]4[C:20](=[CH:21][CH:22]=[C:16]3[O:15][CH2:14]2)[N:23]=[C:28]([CH2:29][CH3:30])[CH:27]=[CH:26]4)(=[O:9])=[O:10])=[CH:6][CH:7]=1, predict the reactants needed to synthesize it. (7) The reactants are: C([O:3][C:4](=[O:32])[CH2:5][N:6]1[C:14]2[C:9](=[CH:10][C:11]([O:15][CH2:16][CH2:17][CH2:18][C:19]#[C:20][C:21]3[CH:26]=[CH:25][C:24]([O:27][C:28]([F:31])([F:30])[F:29])=[CH:23][CH:22]=3)=[CH:12][CH:13]=2)[CH:8]=[CH:7]1)C.[Li+].[OH-]. Given the product [F:30][C:28]([F:29])([F:31])[O:27][C:24]1[CH:23]=[CH:22][C:21]([C:20]#[C:19][CH2:18][CH2:17][CH2:16][O:15][C:11]2[CH:10]=[C:9]3[C:14](=[CH:13][CH:12]=2)[N:6]([CH2:5][C:4]([OH:32])=[O:3])[CH:7]=[CH:8]3)=[CH:26][CH:25]=1, predict the reactants needed to synthesize it.